This data is from Reaction yield outcomes from USPTO patents with 853,638 reactions. The task is: Predict the reaction yield, written as a fraction of the theoretical maximum amount of product (1.0 means a 100% yield; for example, 0.34 means a 34% yield). The reactants are [C:1](Cl)(=[O:6])[C:2]([CH3:5])([CH3:4])[CH3:3].[NH2:8][C:9]1[CH:10]=[C:11]([OH:15])[CH:12]=[CH:13][CH:14]=1.C(=O)([O-])[O-].[Na+].[Na+]. The catalyst is C(OCC)(=O)C.O. The product is [OH:15][C:11]1[CH:10]=[C:9]([NH:8][C:1](=[O:6])[C:2]([CH3:5])([CH3:4])[CH3:3])[CH:14]=[CH:13][CH:12]=1. The yield is 0.900.